Dataset: Full USPTO retrosynthesis dataset with 1.9M reactions from patents (1976-2016). Task: Predict the reactants needed to synthesize the given product. (1) The reactants are: [H-].[Na+].O1CCCC1.[Br:8][C:9]1[CH:10]=[C:11]([C:16]2[C:17]([C:21]3[CH:26]=[CH:25][CH:24]=[C:23]([CH3:27])[N:22]=3)=[N:18][NH:19][CH:20]=2)[CH:12]=[CH:13][C:14]=1[F:15].[CH3:28][Si:29]([CH3:36])([CH3:35])[CH2:30][CH2:31][O:32][CH2:33]Cl. Given the product [Br:8][C:9]1[CH:10]=[C:11]([C:16]2[C:17]([C:21]3[CH:26]=[CH:25][CH:24]=[C:23]([CH3:27])[N:22]=3)=[N:18][N:19]([CH2:33][O:32][CH2:31][CH2:30][Si:29]([CH3:36])([CH3:35])[CH3:28])[CH:20]=2)[CH:12]=[CH:13][C:14]=1[F:15], predict the reactants needed to synthesize it. (2) Given the product [N:17]([C:12]1[CH:13]=[CH:14][CH:15]=[CH:16][C:11]=1[CH2:10][N:9]([CH2:23][C:22]#[CH:21])[C:8](=[O:20])[OH:7])=[N+:18]=[N-:19], predict the reactants needed to synthesize it. The reactants are: [H-].[Na+].C([O:7][C:8](=[O:20])[NH:9][CH2:10][C:11]1[CH:16]=[CH:15][CH:14]=[CH:13][C:12]=1[N:17]=[N+:18]=[N-:19])(C)(C)C.[CH2:21](Br)[C:22]#[CH:23]. (3) Given the product [C:26]([O:1][CH:2]([CH2:18][N:19]1[CH2:23][CH2:22][CH2:21][CH2:20]1)[CH2:3][O:4][C:5]1[CH:14]=[C:13]2[C:8]([C:9](=[O:15])[NH:10][CH:11]=[N:12]2)=[CH:7][C:6]=1[O:16][CH3:17])(=[O:27])[CH3:25], predict the reactants needed to synthesize it. The reactants are: [OH:1][CH:2]([CH2:18][N:19]1[CH2:23][CH2:22][CH2:21][CH2:20]1)[CH2:3][O:4][C:5]1[CH:14]=[C:13]2[C:8]([C:9](=[O:15])[NH:10][CH:11]=[N:12]2)=[CH:7][C:6]=1[O:16][CH3:17].O.[CH3:25][C:26](CC(O)=O)=[O:27].[OH-].[Na+].